From a dataset of Retrosynthesis with 50K atom-mapped reactions and 10 reaction types from USPTO. Predict the reactants needed to synthesize the given product. (1) Given the product CNCCN(C)c1ccccn1, predict the reactants needed to synthesize it. The reactants are: CNCCNC.Fc1ccccn1. (2) Given the product CN1CCN(S(=O)(=O)Nc2ccc3c(c2)COC(N[C@@H]2CCCc4ccccc42)=N3)CC1, predict the reactants needed to synthesize it. The reactants are: CN1CCN(S(=O)(=O)Cl)CC1.Nc1ccc2c(c1)COC(N[C@@H]1CCCc3ccccc31)=N2.